This data is from Forward reaction prediction with 1.9M reactions from USPTO patents (1976-2016). The task is: Predict the product of the given reaction. (1) Given the reactants [CH3:1][C:2]1([CH3:31])[CH2:10][C:9]2[N:8]([C:11]3[CH:18]=[CH:17][C:14]([C:15]#[N:16])=[C:13]([NH:19][CH:20]4[CH2:25][CH2:24][O:23][CH2:22][CH2:21]4)[CH:12]=3)[N:7]=[C:6]([C:26]([F:29])([F:28])[F:27])[C:5]=2[C:4](=[O:30])[CH2:3]1.[OH-:32].[Na+].OO, predict the reaction product. The product is: [CH3:1][C:2]1([CH3:31])[CH2:10][C:9]2[N:8]([C:11]3[CH:18]=[CH:17][C:14]([C:15]([NH2:16])=[O:32])=[C:13]([NH:19][CH:20]4[CH2:25][CH2:24][O:23][CH2:22][CH2:21]4)[CH:12]=3)[N:7]=[C:6]([C:26]([F:28])([F:29])[F:27])[C:5]=2[C:4](=[O:30])[CH2:3]1. (2) Given the reactants [CH:1]1([CH2:4][S:5]([CH:8]2[CH2:13][CH2:12][C:11]([CH2:18][NH:19][C:20]([C:22]3[C:23]([CH3:33])=[N:24][C:25](S(C)(=O)=O)=[N:26][C:27]=3C)=[O:21])([CH2:14][CH:15]3[CH2:17][CH2:16]3)[CH2:10][CH2:9]2)(=[O:7])=[O:6])[CH2:3][CH2:2]1.[C-:34]#N.[Na+].[CH3:37][N:38](C=O)C, predict the reaction product. The product is: [CH:1]1([CH2:4][S:5]([CH:8]2[CH2:9][CH2:10][C:11]([CH2:18][NH:19][C:20]([C:22]3[CH:27]=[N:26][C:25]([C:37]#[N:38])([CH3:34])[NH:24][C:23]=3[CH3:33])=[O:21])([CH2:14][CH:15]3[CH2:17][CH2:16]3)[CH2:12][CH2:13]2)(=[O:7])=[O:6])[CH2:3][CH2:2]1.